Dataset: Forward reaction prediction with 1.9M reactions from USPTO patents (1976-2016). Task: Predict the product of the given reaction. (1) Given the reactants [F:1][C:2]1[C:3]([NH:24][C:25]2[CH:30]=[CH:29][C:28]([I:31])=[CH:27][C:26]=2[F:32])=[C:4]([CH:12]=[C:13](/[CH:16]=[N:17]/[O:18][CH2:19][CH2:20][CH2:21][S:22][CH3:23])[C:14]=1[F:15])[C:5]([NH:7][O:8][CH2:9][CH2:10][OH:11])=[O:6].ClC(Cl)C(O)=O, predict the reaction product. The product is: [F:1][C:2]1[C:3]([NH:24][C:25]2[CH:30]=[CH:29][C:28]([I:31])=[CH:27][C:26]=2[F:32])=[C:4]([CH:12]=[C:13]([CH2:16][NH:17][O:18][CH2:19][CH2:20][CH2:21][S:22][CH3:23])[C:14]=1[F:15])[C:5]([NH:7][O:8][CH2:9][CH2:10][OH:11])=[O:6]. (2) Given the reactants FC(F)OC1C=CC(C=O)=CC=1OC.[F:15][C:16]([F:30])([F:29])[CH2:17][O:18][C:19]1[CH:26]=[CH:25][C:22]([CH:23]=[O:24])=[CH:21][C:20]=1[O:27]C, predict the reaction product. The product is: [F:15][C:16]([F:29])([F:30])[CH2:17][O:18][C:19]1[CH:26]=[CH:25][C:22]([CH:23]=[O:24])=[CH:21][C:20]=1[OH:27]. (3) The product is: [CH2:26]([N:10]1[C:9]2[N:8]=[C:7]([CH2:6][C:5]3[CH:4]=[CH:3][C:2]([NH:1][S:38]([C:32]4[CH:37]=[CH:36][CH:35]=[CH:34][CH:33]=4)(=[O:40])=[O:39])=[CH:31][CH:30]=3)[NH:15][C:14]=2[C:13](=[O:16])[N:12]([CH2:17][C:18]2[CH:23]=[CH:22][CH:21]=[CH:20][C:19]=2[F:24])[C:11]1=[O:25])[CH2:27][CH2:28][CH3:29]. Given the reactants [NH2:1][C:2]1[CH:31]=[CH:30][C:5]([CH2:6][C:7]2[NH:15][C:14]3[C:13](=[O:16])[N:12]([CH2:17][C:18]4[CH:23]=[CH:22][CH:21]=[CH:20][C:19]=4[F:24])[C:11](=[O:25])[N:10]([CH2:26][CH2:27][CH2:28][CH3:29])[C:9]=3[N:8]=2)=[CH:4][CH:3]=1.[C:32]1([S:38](Cl)(=[O:40])=[O:39])[CH:37]=[CH:36][CH:35]=[CH:34][CH:33]=1, predict the reaction product.